From a dataset of Full USPTO retrosynthesis dataset with 1.9M reactions from patents (1976-2016). Predict the reactants needed to synthesize the given product. Given the product [CH3:1][O:2][C:3](=[O:32])[CH2:4][CH2:5][CH2:6][CH2:7][CH2:8][CH2:9][CH2:10][C:11](=[O:31])[NH:12][C:13]1[CH:18]=[CH:17][CH:16]=[CH:15][C:14]=1[S:19](=[O:30])(=[O:29])[NH:20][C:21]([C@@:23]1([NH:28][C:50]([C:41]2([NH:40][C:38]([O:37][C:33]([CH3:36])([CH3:35])[CH3:34])=[O:39])[CH2:42][C:43]3[C:48](=[CH:47][CH:46]=[CH:45][CH:44]=3)[CH2:49]2)=[O:51])[CH2:25][C@H:24]1[CH:26]=[CH2:27])=[O:22], predict the reactants needed to synthesize it. The reactants are: [CH3:1][O:2][C:3](=[O:32])[CH2:4][CH2:5][CH2:6][CH2:7][CH2:8][CH2:9][CH2:10][C:11](=[O:31])[NH:12][C:13]1[CH:18]=[CH:17][CH:16]=[CH:15][C:14]=1[S:19](=[O:30])(=[O:29])[NH:20][C:21]([C@@:23]1([NH2:28])[CH2:25][C@H:24]1[CH:26]=[CH2:27])=[O:22].[C:33]([O:37][C:38]([NH:40][C:41]1([C:50](O)=[O:51])[CH2:49][C:48]2[C:43](=[CH:44][CH:45]=[CH:46][CH:47]=2)[CH2:42]1)=[O:39])([CH3:36])([CH3:35])[CH3:34].CN(C(ON1N=NC2C=CC=CC1=2)=[N+](C)C)C.F[P-](F)(F)(F)(F)F.CCN(C(C)C)C(C)C.